Task: Predict the product of the given reaction.. Dataset: Forward reaction prediction with 1.9M reactions from USPTO patents (1976-2016) (1) Given the reactants Cl.Cl.[CH3:3][C:4]1[CH:5]=[C:6]([NH:17][C:18]2[C:27]3[C:22](=[CH:23][CH:24]=[C:25]([C:28]#[C:29][C:30]4([OH:36])[CH2:35][CH2:34][CH2:33][NH:32][CH2:31]4)[CH:26]=3)[N:21]=[CH:20][N:19]=2)[CH:7]=[CH:8][C:9]=1[O:10][C:11]1[CH:16]=[CH:15][CH:14]=[CH:13][CH:12]=1.[H][H], predict the reaction product. The product is: [CH3:3][C:4]1[CH:5]=[C:6]([NH:17][C:18]2[C:27]3[C:22](=[CH:23][CH:24]=[C:25]([CH2:28][CH2:29][C:30]4([OH:36])[CH2:35][CH2:34][CH2:33][NH:32][CH2:31]4)[CH:26]=3)[N:21]=[CH:20][N:19]=2)[CH:7]=[CH:8][C:9]=1[O:10][C:11]1[CH:12]=[CH:13][CH:14]=[CH:15][CH:16]=1. (2) Given the reactants [F:1][C:2]1[CH:3]=[C:4]([C:8]2[C:9]([C:13]([O:15][CH2:16][CH3:17])=[O:14])=[CH:10][NH:11][CH:12]=2)[CH:5]=[CH:6][CH:7]=1.[Br:18]N1C(=O)CCC1=O.S([O-])([O-])(=O)=S.[Na+].[Na+], predict the reaction product. The product is: [Br:18][C:12]1[NH:11][CH:10]=[C:9]([C:13]([O:15][CH2:16][CH3:17])=[O:14])[C:8]=1[C:4]1[CH:5]=[CH:6][CH:7]=[C:2]([F:1])[CH:3]=1. (3) Given the reactants [C:1]([C:4]1[CH:9]=[CH:8][CH:7]=[CH:6][CH:5]=1)(=[O:3])[CH3:2].[Br:10][C:11]1[CH:18]=[CH:17][C:14]([CH:15]=O)=[CH:13][CH:12]=1.C(O)C.[OH-].[K+], predict the reaction product. The product is: [Br:10][C:11]1[CH:18]=[CH:17][C:14](/[CH:15]=[CH:2]/[C:1]([C:4]2[CH:9]=[CH:8][CH:7]=[CH:6][CH:5]=2)=[O:3])=[CH:13][CH:12]=1. (4) Given the reactants FC(F)(F)[C:3]1[CH:8]=[CH:7]C=CN=1.[C:11]1([CH3:24])[CH:16]=[C:15]([CH3:17])[CH:14]=[C:13]([CH3:18])[C:12]=1[S:19]([O:22][NH2:23])(=[O:21])=[O:20].FC(F)(F)[C:27]([OH:29])=[O:28].[CH:32](Cl)(Cl)Cl, predict the reaction product. The product is: [C:8]([O:29][C:27]([NH:23][O:22][S:19]([C:12]1[C:13]([CH3:18])=[CH:14][C:15]([CH3:17])=[CH:16][C:11]=1[CH3:24])(=[O:21])=[O:20])=[O:28])([CH3:7])([CH3:3])[CH3:32]. (5) Given the reactants [N+:1]([C:4]1[CH:9]=[CH:8][C:7]([CH2:10][CH2:11][NH2:12])=[CH:6][CH:5]=1)([O-:3])=[O:2].[C:13](O[C:13]([O:15][C:16]([CH3:19])([CH3:18])[CH3:17])=[O:14])([O:15][C:16]([CH3:19])([CH3:18])[CH3:17])=[O:14], predict the reaction product. The product is: [C:16]([O:15][C:13]([NH:12][CH2:11][CH2:10][C:7]1[CH:6]=[CH:5][C:4]([N+:1]([O-:3])=[O:2])=[CH:9][CH:8]=1)=[O:14])([CH3:19])([CH3:18])[CH3:17]. (6) Given the reactants [Cl:1][C:2]1[CH:3]=[CH:4][C:5]([NH:8][C:9]([C:11]2[CH:16]=[C:15]([Cl:17])[CH:14]=[C:13]([O:18][CH3:19])[C:12]=2[NH2:20])=[O:10])=[N:6][CH:7]=1.[C:21]([C:23]1[CH:31]=[CH:30][C:26]([C:27](Cl)=[O:28])=[C:25](F)[CH:24]=1)#[N:22].CCCCCC, predict the reaction product. The product is: [Cl:1][C:2]1[CH:3]=[CH:4][C:5]([NH:8][C:9]([C:11]2[CH:16]=[C:15]([Cl:17])[CH:14]=[C:13]([O:18][CH3:19])[C:12]=2[NH:20][C:27]([C:26]2[CH:30]=[CH:31][C:23]([C:21]#[N:22])=[CH:24][CH:25]=2)=[O:28])=[O:10])=[N:6][CH:7]=1.